From a dataset of Full USPTO retrosynthesis dataset with 1.9M reactions from patents (1976-2016). Predict the reactants needed to synthesize the given product. (1) Given the product [Cl:13][C:5]1[C:4]2[C:9](=[CH:10][CH:11]=[C:2]([NH:18][CH2:17][C:16]3[CH:19]=[C:20]([C:23]([F:24])([F:25])[F:26])[CH:21]=[CH:22][C:15]=3[F:14])[CH:3]=2)[C:8](=[O:12])[NH:7][N:6]=1, predict the reactants needed to synthesize it. The reactants are: Br[C:2]1[CH:3]=[C:4]2[C:9](=[CH:10][CH:11]=1)[C:8](=[O:12])[NH:7][N:6]=[C:5]2[Cl:13].[F:14][C:15]1[CH:22]=[CH:21][C:20]([C:23]([F:26])([F:25])[F:24])=[CH:19][C:16]=1[CH2:17][NH2:18].C1C=CC(P(C2C(C3C(P(C4C=CC=CC=4)C4C=CC=CC=4)=CC=C4C=3C=CC=C4)=C3C(C=CC=C3)=CC=2)C2C=CC=CC=2)=CC=1.CC([O-])(C)C.[Na+]. (2) Given the product [Cl:1][C:2]1[C:3]([I:10])=[C:4]([OH:9])[CH:5]=[C:6]([Cl:8])[CH:7]=1, predict the reactants needed to synthesize it. The reactants are: [Cl:1][C:2]1[CH:3]=[C:4]([OH:9])[CH:5]=[C:6]([Cl:8])[CH:7]=1.[I:10]I.